From a dataset of In vitro SARS-CoV-2 activity screen of 1,480 approved drugs from Prestwick library. Binary Classification. Given a drug SMILES string, predict its activity (active/inactive) in a high-throughput screening assay against a specified biological target. (1) The drug is Cl.c1ccc2c(c1)OCC(C1=NCCN1)O2. The result is 1 (active). (2) The compound is Clc1ccc(CCC(Cn2ccnc2)Sc2c(Cl)cccc2Cl)cc1.O=[N+]([O-])O. The result is 0 (inactive). (3) The result is 0 (inactive). The drug is C[C@]12CC(=O)[C@H]3[C@@H](CCC4=CC(=O)CC[C@@]43C)[C@@H]1CC[C@]2(O)C(=O)CO. (4) The molecule is COc1cccc2c1C(=O)c1c(O)c3c(c(O)c1C2=O)C[C@@](O)(C(=O)CO)C[C@@H]3O[C@H]1C[C@H](N)[C@H](O)[C@H](C)O1.Cl. The result is 0 (inactive). (5) The compound is CC[C@@H](CO)NC(=O)[C@@H]1C=C2c3cccc4[nH]cc(c34)C[C@H]2N(C)C1.O=C(O)/C=C\C(=O)O. The result is 0 (inactive). (6) The compound is CN/C(=C\[N+](=O)[O-])NCCSCc1csc(CN(C)C)n1. The result is 0 (inactive). (7) The compound is O.O=P(O)(O)C(O)(Cn1ccnc1)P(=O)(O)O. The result is 1 (active). (8) The compound is CCOc1ccc(NC(=O)CC(C)O)cc1. The result is 0 (inactive).